Dataset: Forward reaction prediction with 1.9M reactions from USPTO patents (1976-2016). Task: Predict the product of the given reaction. (1) Given the reactants C([Si](C)(C)[O:6][C:7]1[CH:8]=[CH:9][C:10]2[C:11]3[C:24]([C:26]4[CH:39]=[CH:38][C:29]([O:30][CH2:31][CH2:32][N:33]5[CH2:37][CH2:36][CH2:35][CH2:34]5)=[CH:28][CH:27]=4)([CH3:25])[O:23][C:22]4[CH:21]=[C:20]([O:40][Si](C(C)(C)C)(C)C)[CH:19]=[CH:18][C:17]=4[C:12]=3[CH2:13][O:14][C:15]=2[CH:16]=1)(C)(C)C.[F-].C([N+](CCCC)(CCCC)CCCC)CCC.[NH4+].[Cl-].C(OCC)(=O)C, predict the reaction product. The product is: [CH3:25][C:24]1([C:26]2[CH:39]=[CH:38][C:29]([O:30][CH2:31][CH2:32][N:33]3[CH2:37][CH2:36][CH2:35][CH2:34]3)=[CH:28][CH:27]=2)[C:11]2[C:10]3[CH:9]=[CH:8][C:7]([OH:6])=[CH:16][C:15]=3[O:14][CH2:13][C:12]=2[C:17]2[CH:18]=[CH:19][C:20]([OH:40])=[CH:21][C:22]=2[O:23]1. (2) Given the reactants [O:1]1[CH2:5][CH2:4][O:3][CH:2]1[C:6]1[CH:11]=[C:10]([CH3:12])[C:9]([N+:13]([O-])=O)=[CH:8][N:7]=1.[CH3:16]N(C(OC)OC)C, predict the reaction product. The product is: [O:1]1[CH2:5][CH2:4][O:3][CH:2]1[C:6]1[CH:11]=[C:10]2[CH:12]=[CH:16][NH:13][C:9]2=[CH:8][N:7]=1. (3) The product is: [Br:1][C:20]1[C:16]([C:13]2[CH:12]=[CH:11][C:10]([Cl:9])=[CH:15][CH:14]=2)=[N:17][NH:18][CH:19]=1. Given the reactants [Br:1]N1C(=O)CCC1=O.[Cl:9][C:10]1[CH:15]=[CH:14][C:13]([C:16]2[CH:20]=[CH:19][NH:18][N:17]=2)=[CH:12][CH:11]=1.O, predict the reaction product.